This data is from Reaction yield outcomes from USPTO patents with 853,638 reactions. The task is: Predict the reaction yield, written as a fraction of the theoretical maximum amount of product (1.0 means a 100% yield; for example, 0.34 means a 34% yield). (1) The reactants are [Cl:1][C:2]1[N:7]=[N:6][C:5]([NH2:8])=[C:4]([O:9]C)[CH:3]=1.[Cl:11][C:12]1[CH:13]=[C:14]([S:19](Cl)(=[O:21])=[O:20])[CH:15]=[C:16]([Cl:18])[CH:17]=1.B(Br)(Br)Br.C(Cl)Cl. The catalyst is N1C=CC=CC=1. The product is [Cl:18][C:16]1[CH:15]=[C:14]([S:19]([NH:8][C:5]2[N:6]=[N:7][C:2]([Cl:1])=[CH:3][C:4]=2[OH:9])(=[O:20])=[O:21])[CH:13]=[C:12]([Cl:11])[CH:17]=1. The yield is 0.0800. (2) The reactants are [Br:1][C:2]1[CH:27]=[CH:26][C:5]2[N:6]=[C:7]([NH:9][C:10]3[CH:15]=[C:14]([CH2:16][OH:17])[N:13]=[C:12]([NH:18][C@H:19]4[CH2:24][CH2:23][C@H:22]([OH:25])[CH2:21][CH2:20]4)[N:11]=3)[S:8][C:4]=2[CH:3]=1.C(N(C(C)C)C(C)C)C.[CH3:37][S:38](Cl)(=[O:40])=[O:39].C(=O)(O)[O-].[Na+]. The catalyst is O1CCCC1.C(OCC)(=O)C.O. The product is [CH3:37][S:38]([O:17][CH2:16][C:14]1[CH:15]=[C:10]([NH:9][C:7]2[S:8][C:4]3[CH:3]=[C:2]([Br:1])[CH:27]=[CH:26][C:5]=3[N:6]=2)[N:11]=[C:12]([NH:18][C@H:19]2[CH2:20][CH2:21][C@H:22]([OH:25])[CH2:23][CH2:24]2)[N:13]=1)(=[O:40])=[O:39]. The yield is 0.770. (3) The reactants are [CH3:1][O:2][C:3]1[CH:4]=[CH:5][C:6]2[N:10]([CH3:11])[C:9](=[O:12])[N:8]([CH2:13][C@H:14]3[CH2:19][CH2:18][C@H:17]([C:20](O)=[O:21])[CH2:16][CH2:15]3)[C:7]=2[CH:23]=1.C[N:25]1CCOCC1.[NH4+].[OH-].CCOC(C)=O. The catalyst is C1COCC1.C1(C)C=CC=CC=1. The product is [CH3:1][O:2][C:3]1[CH:4]=[CH:5][C:6]2[N:10]([CH3:11])[C:9](=[O:12])[N:8]([CH2:13][C@H:14]3[CH2:15][CH2:16][C@H:17]([C:20]([NH2:25])=[O:21])[CH2:18][CH2:19]3)[C:7]=2[CH:23]=1. The yield is 0.980. (4) The reactants are [Cl:1][C:2]1[CH:7]=[CH:6][C:5]([NH:8][C:9](=O)[C:10]([CH3:13])([CH3:12])[CH3:11])=[CH:4][CH:3]=1.[Li]CCCC.[F:20][C:21]1[CH:28]=[CH:27][CH:26]=[CH:25][C:22]=1[C:23]#[N:24]. No catalyst specified. The product is [C:10]([C:9]1[N:24]=[C:23]([C:22]2[CH:25]=[CH:26][CH:27]=[CH:28][C:21]=2[F:20])[C:6]2[C:5](=[CH:4][CH:3]=[C:2]([Cl:1])[CH:7]=2)[N:8]=1)([CH3:13])([CH3:12])[CH3:11]. The yield is 0.570. (5) The yield is 0.810. The product is [Cl:9][C:10]1[C:15]([S:8][C:4]2[CH:3]=[C:2]([CH3:1])[CH:7]=[CH:6][CH:5]=2)=[CH:14][C:13]([NH2:17])=[C:12]([N+:18]([O-:20])=[O:19])[CH:11]=1. The catalyst is CCOC(C)=O. The reactants are [CH3:1][C:2]1[CH:3]=[C:4]([SH:8])[CH:5]=[CH:6][CH:7]=1.[Cl:9][C:10]1[C:15](Cl)=[CH:14][C:13]([NH2:17])=[C:12]([N+:18]([O-:20])=[O:19])[CH:11]=1.C(=O)([O-])[O-].[K+].[K+].CN(C=O)C. (6) The reactants are [CH2:1]([O:8][C:9]([CH:11]1[CH2:16][CH2:15][CH:14]([NH:17][O:18][CH2:19][C:20]2[CH:25]=[CH:24][CH:23]=[CH:22][CH:21]=2)[CH2:13][NH:12]1)=[O:10])[C:2]1[CH:7]=[CH:6][CH:5]=[CH:4][CH:3]=1.[C:26]([OH:31])(=[O:30])[C:27]([OH:29])=[O:28]. The catalyst is C(O)(C)C. The product is [C:26]([OH:31])(=[O:30])[C:27]([OH:29])=[O:28].[CH2:1]([O:8][C:9]([CH:11]1[CH2:16][CH2:15][CH:14]([NH:17][O:18][CH2:19][C:20]2[CH:25]=[CH:24][CH:23]=[CH:22][CH:21]=2)[CH2:13][NH:12]1)=[O:10])[C:2]1[CH:3]=[CH:4][CH:5]=[CH:6][CH:7]=1. The yield is 0.870. (7) The reactants are Br[C:2]1[C:7]([O:8][CH2:9][CH2:10][CH:11]=[CH2:12])=[CH:6][CH:5]=[CH:4][N:3]=1.C1(P(C2C=CC=CC=2)C2C=CC=CC=2)C=CC=CC=1.C([O-])(=O)C.[K+]. The catalyst is O.[Cl-].C([N+](CC)(CC)CC)C.C([O-])(=O)C.[Pd+2].C([O-])(=O)C. The product is [CH2:12]=[C:11]1[C:2]2=[N:3][CH:4]=[CH:5][CH:6]=[C:7]2[O:8][CH2:9][CH2:10]1. The yield is 0.520.